Task: Regression. Given a peptide amino acid sequence and an MHC pseudo amino acid sequence, predict their binding affinity value. This is MHC class I binding data.. Dataset: Peptide-MHC class I binding affinity with 185,985 pairs from IEDB/IMGT (1) The peptide sequence is NMFNISFRF. The MHC is HLA-A32:01 with pseudo-sequence HLA-A32:01. The binding affinity (normalized) is 0.882. (2) The peptide sequence is EIKDRILSY. The MHC is HLA-A23:01 with pseudo-sequence HLA-A23:01. The binding affinity (normalized) is 0.0847. (3) The peptide sequence is SWMIRILIGF. The MHC is HLA-A24:02 with pseudo-sequence HLA-A24:02. The binding affinity (normalized) is 0.591. (4) The peptide sequence is RMPAVTDLV. The MHC is HLA-A02:01 with pseudo-sequence HLA-A02:01. The binding affinity (normalized) is 0.554. (5) The peptide sequence is NEGPQREPW. The MHC is Mamu-A11 with pseudo-sequence Mamu-A11. The binding affinity (normalized) is 0.0305. (6) The binding affinity (normalized) is 0.164. The peptide sequence is ELPQWLSANR. The MHC is HLA-B45:01 with pseudo-sequence HLA-B45:01.